From a dataset of Reaction yield outcomes from USPTO patents with 853,638 reactions. Predict the reaction yield, written as a fraction of the theoretical maximum amount of product (1.0 means a 100% yield; for example, 0.34 means a 34% yield). (1) The reactants are [OH-].[Na+].[CH3:3][O:4][C:5]1[C:14]([O:15][CH3:16])=[C:13]2[C:8]([NH:9][CH2:10][C:11](=[O:17])[NH:12]2)=[CH:7][CH:6]=1.OO.C(O)(=O)C. The catalyst is O. The product is [CH3:3][O:4][C:5]1[C:14]([O:15][CH3:16])=[C:13]2[C:8]([N:9]=[CH:10][C:11](=[O:17])[NH:12]2)=[CH:7][CH:6]=1. The yield is 0.650. (2) The catalyst is O.C(OCC)C.ClCCl. The product is [I:22][C:23]1[CH:24]=[CH:25][C:26]([Si:29]([CH2:47][CH:46]=[CH2:45])([CH2:39][CH:40]=[CH2:41])[CH2:8][CH:3]=[CH2:4])=[CH:27][CH:28]=1. The reactants are [Br-].[Br-].[C:3]1(P(C2C=CC=CC=2)C2C=CC=CC=2)[CH:8]=CC=C[CH:4]=1.[I:22][C:23]1[CH:28]=[CH:27][C:26]([SiH2:29]OCC(CC=C)CC=C)=[CH:25][CH:24]=1.[CH2:39]([Mg]Br)[CH:40]=[CH2:41].Cl.[CH3:45][CH2:46][CH2:47]CCC.C(OCC)(=O)C. The yield is 0.820. (3) The product is [Cl:23][C:12]1[N:13]=[C:14]([N:17]2[CH2:22][CH2:21][O:20][CH2:19][CH2:18]2)[C:15]2[S:16][C:8]([CH2:7][N:5]([CH3:6])[C:3](=[O:4])[CH2:2][N:37]3[CH2:38][CH2:39][CH:35]([S:32]([CH3:31])(=[O:34])=[O:33])[CH2:36]3)=[CH:9][C:10]=2[N:11]=1. The yield is 0.680. The catalyst is O1CCOCC1. The reactants are Br[CH2:2][C:3]([N:5]([CH2:7][C:8]1[S:16][C:15]2[C:14]([N:17]3[CH2:22][CH2:21][O:20][CH2:19][CH2:18]3)=[N:13][C:12]([Cl:23])=[N:11][C:10]=2[CH:9]=1)[CH3:6])=[O:4].CCN(CC)CC.[CH3:31][S:32]([CH:35]1[CH2:39][CH2:38][NH:37][CH2:36]1)(=[O:34])=[O:33]. (4) The reactants are [F:1][C:2]([F:18])([F:17])[C:3]1[CH:8]=[CH:7][CH:6]=[CH:5][C:4]=1[C:9]1[CH:14]=[CH:13][C:12]([CH:15]=O)=[CH:11][CH:10]=1.[NH2:19][CH2:20][CH:21]([C:23]1[CH:28]=[CH:27][CH:26]=[CH:25][CH:24]=1)[OH:22].[BH-](OC(C)=O)(OC(C)=O)OC(C)=O.[Na+]. The product is [F:1][C:2]([F:18])([F:17])[C:3]1[CH:8]=[CH:7][CH:6]=[CH:5][C:4]=1[C:9]1[CH:14]=[CH:13][C:12]([CH2:15][NH:19][CH2:20][CH:21]([C:23]2[CH:28]=[CH:27][CH:26]=[CH:25][CH:24]=2)[OH:22])=[CH:11][CH:10]=1. The yield is 0.740. No catalyst specified. (5) The reactants are [CH3:1][O:2][C:3]([C:5]1[C:9]([N+:10]([O-])=O)=[CH:8][NH:7][N:6]=1)=[O:4].N#N.[H][H]. The catalyst is [Pd].C(O)C. The product is [CH3:1][O:2][C:3]([C:5]1[C:9]([NH2:10])=[CH:8][NH:7][N:6]=1)=[O:4]. The yield is 0.989. (6) The reactants are [N:1]1([CH2:15][C:16](OCC2C=CC=CC=2)=O)[C@H:14]2[C@H:5]([CH2:6][CH2:7][C:8]3[C:13]2=[N:12][CH:11]=[CH:10][CH:9]=3)[CH2:4][CH2:3][CH2:2]1.[H][H].[CH3:28][N:29]1[CH2:34][CH2:33][N:32]([C:35]2[CH:40]=[CH:39][CH:38]=[C:37]([NH2:41])[C:36]=2[NH2:42])[CH2:31][CH2:30]1.C(N(CC)C(C)C)(C)C.O=C1N(P(Cl)(N2CCOC2=O)=O)CCO1. The catalyst is [Pd].CO. The product is [CH3:28][N:29]1[CH2:34][CH2:33][N:32]([C:35]2[C:36]3[N:42]=[C:16]([CH2:15][N:1]4[C@H:14]5[C@H:5]([CH2:6][CH2:7][C:8]6[C:13]5=[N:12][CH:11]=[CH:10][CH:9]=6)[CH2:4][CH2:3][CH2:2]4)[NH:41][C:37]=3[CH:38]=[CH:39][CH:40]=2)[CH2:31][CH2:30]1. The yield is 0.560. (7) The product is [CH3:1][N:2]1[C:6]([C:7](=[N:14][O:15][CH:16]([C:18]2[N:23]=[C:22]([NH:24][C:31](=[O:32])[O:33][C:34]([CH3:37])([CH3:36])[CH3:35])[CH:21]=[CH:20][CH:19]=2)[CH3:17])[C:8]2[CH:9]=[CH:10][CH:11]=[CH:12][CH:13]=2)=[N:5][N:4]=[N:3]1. The yield is 0.490. The reactants are [CH3:1][N:2]1[C:6]([C:7](=[N:14][O:15][CH:16]([C:18]2[N:23]=[C:22]([NH2:24])[CH:21]=[CH:20][CH:19]=2)[CH3:17])[C:8]2[CH:13]=[CH:12][CH:11]=[CH:10][CH:9]=2)=[N:5][N:4]=[N:3]1.N1C=CC=CC=1.[C:31](O[C:31]([O:33][C:34]([CH3:37])([CH3:36])[CH3:35])=[O:32])([O:33][C:34]([CH3:37])([CH3:36])[CH3:35])=[O:32].O. The catalyst is ClCCl. (8) The reactants are [C:1]([O:5][C:6]([N:8]1[C:16]2[C:11](=[CH:12][C:13]([N:17]([C:19](=[O:26])[C:20]3[CH:25]=[CH:24][CH:23]=[CH:22][CH:21]=3)[CH3:18])=[CH:14][CH:15]=2)[CH2:10][CH2:9]1)=[O:7])([CH3:4])([CH3:3])[CH3:2]. The catalyst is C1(C)C=CC=CC=1.O=[Mn]=O. The product is [C:1]([O:5][C:6]([N:8]1[C:16]2[C:11](=[CH:12][C:13]([N:17]([C:19](=[O:26])[C:20]3[CH:21]=[CH:22][CH:23]=[CH:24][CH:25]=3)[CH3:18])=[CH:14][CH:15]=2)[CH:10]=[CH:9]1)=[O:7])([CH3:4])([CH3:2])[CH3:3]. The yield is 0.750.